From a dataset of Experimentally validated miRNA-target interactions with 360,000+ pairs, plus equal number of negative samples. Binary Classification. Given a miRNA mature sequence and a target amino acid sequence, predict their likelihood of interaction. (1) The miRNA is hsa-miR-4767 with sequence CGCGGGCGCUCCUGGCCGCCGCC. The protein sequence of the target gene is MKLPLSPSTEPVATEPLGMALLSSILAAWSYISENPERAALYFVSGVCIGLFLTLAALVMRISCHTDCRRGPRRRCLQDRECSDSSDSEDGSEDTASDLSVRRHRRFERTLNKNVFTSAEELERAQRLEERERIIREIWMNGQPEVPGTRSLNRYY. Result: 0 (no interaction). (2) The miRNA is hsa-miR-1248 with sequence ACCUUCUUGUAUAAGCACUGUGCUAAA. The protein sequence of the target gene is MVRVRAVVMARDDSSGGWLPVGGGGLSQVSVCRVRGARPEGGARQGHYVIHGERLRDQKTTLECTLKPGLVYNKVNPIFHHWSLGDCKFGLTFQSPAEADEFQKSLLAALAALGRGSLTPSSSSSSSSPSQDTAETPCPLTSHVDSDSSSSHSRQETPPSAAAAPIITMESASGFGPTTPPQRRRSSAQSYPPLLPFTGIPEPSEPLAGAGGLGWGGRGYEDYRRSGPPAPLALSTCVVRFAKTGALRGAALGPPAALPAPLTEAAPPAPPARPPPGPGPSSAPAKASPEAEEAARCVHC.... Result: 0 (no interaction). (3) The miRNA is hsa-miR-4700-5p with sequence UCUGGGGAUGAGGACAGUGUGU. The protein sequence of the target gene is MESEQLFHRGYYRNSYNSITSASSDEELLDGAGVIMDFQTSEDDNLLDGDTAVGTHYTMTNGGSINSSTHLLDLLDEPIPGVGTYDDFHTIDWVREKCKDRERHRRINSKKKESAWEMTKSLYDAWSGWLVVTLTGLASGALAGLIDIAADWMTDLKEGICLSALWYNHEQCCWGSNETTFEERDKCPQWKTWAELIIGQAEGPGSYIMNYIMYIFWALSFAFLAVSLVKVFAPYACGSGIPEIKTILSGFIIRGYLGKWTLMIKTITLVLAVASGLSLGKEGPLVHVACCCGNIFSYLF.... Result: 0 (no interaction). (4) The miRNA is hsa-miR-181c-3p with sequence AACCAUCGACCGUUGAGUGGAC. The protein sequence of the target gene is MEAFPWAPRSPRRARAPAPMALVPSARYVSASGPVHPQPFSSWNDYLGLATLITRASDRGSPHEGPGPTAAGPTMGPPEDDEDDDGEEPEAGGRYLGGALELRALELCAGPAEPGLLEERFAELNPFAGRAAAVLLGCAPTASTTAAAASTAEVTPREEPSPAWAAEPRLHAASGATAARLLKPELQVCVFCRNNKEAVALYTTHILKGPDGRVLCPVLRRYTCPLCGASGDNAHTIKYCPLSKVPPPTVRPPPRSNRDSLPSKKLR. Result: 0 (no interaction).